From a dataset of Forward reaction prediction with 1.9M reactions from USPTO patents (1976-2016). Predict the product of the given reaction. (1) Given the reactants [CH:1]1([C:7]2[C:15]3[C:10](=[CH:11][C:12]([C:16]([OH:18])=[O:17])=[CH:13][CH:14]=3)[N:9]([CH2:19][C:20]([N:22]3[CH2:27][CH2:26][O:25][CH2:24][CH2:23]3)=[O:21])[C:8]=2[C:28]2[CH:33]=[CH:32][C:31](C3C=CC(N(C)C)=CC=3)=[CH:30][CH:29]=2)[CH2:6][CH2:5][CH2:4][CH2:3][CH2:2]1.COC([C:47]1[CH:55]=[C:54]2[C:50](C(C3CCCCC3)=C(C3C=CC(OS(C(F)(F)F)(=O)=O)=CC=3)[N:53]2CC(N2CCOCC2)=O)=[CH:49][CH:48]=1)=O.NC1C=C(B(O)O)C=CC=1, predict the reaction product. The product is: [NH2:53][C:54]1[CH:50]=[C:49]([C:31]2[CH:32]=[CH:33][C:28]([C:8]3[N:9]([CH2:19][C:20]([N:22]4[CH2:27][CH2:26][O:25][CH2:24][CH2:23]4)=[O:21])[C:10]4[C:15]([C:7]=3[CH:1]3[CH2:6][CH2:5][CH2:4][CH2:3][CH2:2]3)=[CH:14][CH:13]=[C:12]([C:16]([OH:18])=[O:17])[CH:11]=4)=[CH:29][CH:30]=2)[CH:48]=[CH:47][CH:55]=1. (2) Given the reactants [ClH:1].[C@H:2]1([CH2:17][NH:18]C(=O)OCC)[CH2:7][CH2:6][C@H:5]([CH2:8][NH:9][C:10](=[O:16])[O:11][C:12](C)(C)[CH3:13])[CH2:4][CH2:3]1, predict the reaction product. The product is: [ClH:1].[NH2:18][CH2:17][C@H:2]1[CH2:3][CH2:4][C@H:5]([CH2:8][NH:9][C:10](=[O:16])[O:11][CH2:12][CH3:13])[CH2:6][CH2:7]1. (3) Given the reactants Br[C:2]1[N:7]2[CH:8]=[CH:9][N:10]=[C:6]2[C:5]([NH:11][C:12]2[CH:17]=[CH:16][C:15]([O:18][CH2:19][CH:20]3[CH2:25][CH2:24][N:23]([CH3:26])[CH2:22][CH2:21]3)=[CH:14][CH:13]=2)=[N:4][CH:3]=1.[F:27][C:28]1[CH:36]=[C:35](B2OC(C)(C)C(C)(C)O2)[CH:34]=[CH:33][C:29]=1[C:30]([NH2:32])=[O:31].C([O-])([O-])=O.[Na+].[Na+], predict the reaction product. The product is: [F:27][C:28]1[CH:36]=[C:35]([C:2]2[N:7]3[CH:8]=[CH:9][N:10]=[C:6]3[C:5]([NH:11][C:12]3[CH:17]=[CH:16][C:15]([O:18][CH2:19][CH:20]4[CH2:25][CH2:24][N:23]([CH3:26])[CH2:22][CH2:21]4)=[CH:14][CH:13]=3)=[N:4][CH:3]=2)[CH:34]=[CH:33][C:29]=1[C:30]([NH2:32])=[O:31]. (4) Given the reactants [Cl:1][C:2]1[CH:19]=[CH:18][C:17]([Cl:20])=[CH:16][C:3]=1[CH2:4][N:5]1[CH2:10][CH2:9][NH:8][C:7]2[N:11]=[CH:12][C:13](I)=[CH:14][C:6]1=2.[CH2:21]([N:24]1[CH2:29][CH2:28][S:27](=[O:31])(=[O:30])[CH2:26][CH2:25]1)[C:22]#[CH:23], predict the reaction product. The product is: [Cl:1][C:2]1[CH:19]=[CH:18][C:17]([Cl:20])=[CH:16][C:3]=1[CH2:4][N:5]1[CH2:10][CH2:9][NH:8][C:7]2[N:11]=[CH:12][C:13]([C:23]#[C:22][CH2:21][N:24]3[CH2:25][CH2:26][S:27](=[O:31])(=[O:30])[CH2:28][CH2:29]3)=[CH:14][C:6]1=2. (5) The product is: [C:13]([O:17][C:18](=[O:50])[CH2:19][CH:20]([C:33](=[O:49])[N:34]([C:37]1[CH:38]=[CH:39][C:40]([C:43]2[CH:48]=[CH:47][CH:46]=[CH:45][CH:44]=2)=[CH:41][CH:42]=1)[CH2:35][CH3:36])[CH:21]([C:22](=[O:23])[NH:71][O:70][C:51]([C:58]1[CH:63]=[CH:62][CH:61]=[CH:60][CH:59]=1)([C:64]1[CH:65]=[CH:66][CH:67]=[CH:68][CH:69]=1)[C:52]1[CH:57]=[CH:56][CH:55]=[CH:54][CH:53]=1)[CH2:25][CH2:26][C:27]1[CH:32]=[CH:31][CH:30]=[CH:29][CH:28]=1)([CH3:14])([CH3:15])[CH3:16]. Given the reactants CCN=C=NCCCN(C)C.Cl.[C:13]([O:17][C:18](=[O:50])[CH2:19][CH:20]([C:33](=[O:49])[N:34]([C:37]1[CH:42]=[CH:41][C:40]([C:43]2[CH:48]=[CH:47][CH:46]=[CH:45][CH:44]=2)=[CH:39][CH:38]=1)[CH2:35][CH3:36])[CH:21]([CH2:25][CH2:26][C:27]1[CH:32]=[CH:31][CH:30]=[CH:29][CH:28]=1)[C:22](O)=[O:23])([CH3:16])([CH3:15])[CH3:14].[C:51]([O:70][NH2:71])([C:64]1[CH:69]=[CH:68][CH:67]=[CH:66][CH:65]=1)([C:58]1[CH:63]=[CH:62][CH:61]=[CH:60][CH:59]=1)[C:52]1[CH:57]=[CH:56][CH:55]=[CH:54][CH:53]=1, predict the reaction product.